Dataset: TCR-epitope binding with 47,182 pairs between 192 epitopes and 23,139 TCRs. Task: Binary Classification. Given a T-cell receptor sequence (or CDR3 region) and an epitope sequence, predict whether binding occurs between them. (1) The epitope is LLLGIGILV. The TCR CDR3 sequence is CSAGRKTSGRYQETQYF. Result: 1 (the TCR binds to the epitope). (2) The TCR CDR3 sequence is CASSASQFAEAFF. Result: 1 (the TCR binds to the epitope). The epitope is IVTDFSVIK. (3) The epitope is PROT_97E67BCC. The TCR CDR3 sequence is CASSVLRGGNEQFF. Result: 1 (the TCR binds to the epitope).